This data is from Forward reaction prediction with 1.9M reactions from USPTO patents (1976-2016). The task is: Predict the product of the given reaction. (1) Given the reactants [N:1]1[CH:6]=[CH:5][CH:4]=[C:3]([CH:7]=[O:8])[CH:2]=1.[C:9](#[N:13])[CH:10]([CH3:12])[CH3:11].C([N-]C(C)C)(C)C.[Li+].[Cl-].[NH4+], predict the reaction product. The product is: [C:9]([C:10]([CH3:12])([CH3:11])[CH:7]([C:3]1[CH:2]=[N:1][CH:6]=[CH:5][CH:4]=1)[OH:8])#[N:13]. (2) Given the reactants [OH:1][CH:2]1[CH:7]([C:8]2[CH:13]=[CH:12][C:11]([OH:14])=[CH:10][CH:9]=2)[CH2:6][CH2:5][N:4]([C:15]([O:17][C:18]([CH3:21])([CH3:20])[CH3:19])=[O:16])[CH2:3]1.Br[CH2:23][C:24]1[CH:33]=[CH:32][C:31]2[C:26](=[CH:27][CH:28]=[CH:29][CH:30]=2)[CH:25]=1.C(=O)([O-])[O-].[K+].[K+], predict the reaction product. The product is: [OH:1][CH:2]1[CH:7]([C:8]2[CH:9]=[CH:10][C:11]([O:14][CH2:23][C:24]3[CH:33]=[CH:32][C:31]4[C:26](=[CH:27][CH:28]=[CH:29][CH:30]=4)[CH:25]=3)=[CH:12][CH:13]=2)[CH2:6][CH2:5][N:4]([C:15]([O:17][C:18]([CH3:21])([CH3:20])[CH3:19])=[O:16])[CH2:3]1. (3) Given the reactants [Na].[N:2]([CH2:5][C:6]([O:8][CH2:9][CH3:10])=[O:7])=[N+:3]=[N-:4].[CH3:11][Si:12]([CH3:22])([CH3:21])[C:13]1[CH:20]=[CH:19][C:16]([CH:17]=O)=[CH:15][CH:14]=1.[Cl-].[NH4+], predict the reaction product. The product is: [N:2]([C:5](=[CH:17][C:16]1[CH:19]=[CH:20][C:13]([Si:12]([CH3:11])([CH3:22])[CH3:21])=[CH:14][CH:15]=1)[C:6]([O:8][CH2:9][CH3:10])=[O:7])=[N+:3]=[N-:4]. (4) Given the reactants N(C(OC(C)C)=O)=NC(OC(C)C)=O.[Si:15]([O:22][C@@H:23]([CH2:27][CH2:28][C:29]1[CH:34]=[CH:33][CH:32]=[CH:31][CH:30]=1)[C@@H:24](O)[CH3:25])([C:18]([CH3:21])([CH3:20])[CH3:19])([CH3:17])[CH3:16].[Cl:35][C:36]1[N:44]=[CH:43][N:42]=[C:41]2[C:37]=1[N:38]=[CH:39][NH:40]2.C1(P(C2C=CC=CC=2)C2C=CC=CC=2)C=CC=CC=1, predict the reaction product. The product is: [Si:15]([O:22][C@@H:23]([CH2:27][CH2:28][C:29]1[CH:34]=[CH:33][CH:32]=[CH:31][CH:30]=1)[C@H:24]([N:40]1[CH:39]=[N:38][C:37]2[C:41]1=[N:42][CH:43]=[N:44][C:36]=2[Cl:35])[CH3:25])([C:18]([CH3:21])([CH3:20])[CH3:19])([CH3:17])[CH3:16]. (5) Given the reactants [CH2:1]([O:3][P:4]([CH:9]([P:24]([O:29][CH2:30][CH3:31])([O:26][CH2:27][CH3:28])=[O:25])[CH2:10][CH2:11][CH2:12][O:13][C:14]1[CH:19]=[CH:18][C:17]([C:20](=[O:23])[CH:21]=[CH2:22])=[CH:16][CH:15]=1)([O:6][CH2:7][CH3:8])=[O:5])[CH3:2].[CH3:32][CH:33]1[NH:38][CH2:37][CH2:36][N:35]([C:39]2[C:44]([O:45][CH3:46])=[C:43]3[N:47]([CH:55]4[CH2:57][CH2:56]4)[CH:48]=[C:49]([C:52]([OH:54])=[O:53])[C:50](=[O:51])[C:42]3=[CH:41][C:40]=2[F:58])[CH2:34]1.C(N(CC)CC)C, predict the reaction product. The product is: [CH:55]1([N:47]2[C:43]3[C:42](=[CH:41][C:40]([F:58])=[C:39]([N:35]4[CH2:36][CH2:37][N:38]([CH2:22][CH2:21][C:20]([C:17]5[CH:16]=[CH:15][C:14]([O:13][CH2:12][CH2:11][CH2:10][CH:9]([P:4]([O:6][CH2:7][CH3:8])([O:3][CH2:1][CH3:2])=[O:5])[P:24]([O:29][CH2:30][CH3:31])([O:26][CH2:27][CH3:28])=[O:25])=[CH:19][CH:18]=5)=[O:23])[CH:33]([CH3:32])[CH2:34]4)[C:44]=3[O:45][CH3:46])[C:50](=[O:51])[C:49]([C:52]([OH:54])=[O:53])=[CH:48]2)[CH2:57][CH2:56]1. (6) Given the reactants [CH:1]([Mg]Br)=[CH2:2].CON(C)[C:8](=[O:21])[C@H:9]([NH:13][C:14](=[O:20])[O:15][C:16]([CH3:19])([CH3:18])[CH3:17])[CH:10]([CH3:12])[CH3:11].C(OC(=O)C)(=O)C.CO, predict the reaction product. The product is: [CH3:12][CH:10]([C@@H:9]([NH:13][C:14](=[O:20])[O:15][C:16]([CH3:17])([CH3:18])[CH3:19])[C:8](=[O:21])[CH:1]=[CH2:2])[CH3:11]. (7) Given the reactants [NH2:1][S:2]([C:5]1[C:10]([O:11][CH3:12])=[CH:9][CH:8]=[C:7]([CH3:13])[C:6]=1[NH:14][C:15]([C:17]1[C:18](=[O:35])[N:19]([CH2:28][C:29]2[CH:34]=[CH:33][CH:32]=[CH:31][CH:30]=2)[C:20]2[C:25]([C:26]=1[OH:27])=[CH:24][CH:23]=[CH:22][N:21]=2)=O)(=[O:4])=[O:3].NS(C1C=C(Br)C=CC=1NC(C1C(=O)N(CC2C=CC=CC=2)C2C(C=1O)=CC=CN=2)=O)(=O)=O, predict the reaction product. The product is: [CH2:28]([N:19]1[C:20]2[C:25](=[CH:24][CH:23]=[CH:22][N:21]=2)[C:26]([OH:27])=[C:17]([C:15]2[NH:14][C:6]3[C:7]([CH3:13])=[CH:8][CH:9]=[C:10]([O:11][CH3:12])[C:5]=3[S:2](=[O:3])(=[O:4])[N:1]=2)[C:18]1=[O:35])[C:29]1[CH:30]=[CH:31][CH:32]=[CH:33][CH:34]=1.